This data is from Full USPTO retrosynthesis dataset with 1.9M reactions from patents (1976-2016). The task is: Predict the reactants needed to synthesize the given product. (1) Given the product [Cl:1][C:2]1[CH:18]=[CH:17][C:5]2[S:6][C:7]([C:10]3[CH:15]=[C:14]4[C:23](=[CH:22][CH:21]=3)[NH:24][N:25]=[CH:26]4)=[C:8]([CH3:9])[C:4]=2[CH:3]=1, predict the reactants needed to synthesize it. The reactants are: [Cl:1][C:2]1[CH:18]=[CH:17][C:5]2[S:6][C:7]([C:10]3[CH:15]=[CH:14]N=C(N)N=3)=[C:8]([CH3:9])[C:4]=2[CH:3]=1.BrC1[CH:21]=[C:22]2[C:26](=CC=1)[NH:25][N:24]=[CH:23]2.ClC1N=C(Cl)C=CN=1. (2) Given the product [CH3:7][O:6][C:4]([C:3]([CH:9]1[CH2:10][CH2:11][N:12]([C:17]([O:19][C:20]([CH3:23])([CH3:22])[CH3:21])=[O:18])[CH2:13][CH2:14]1)([CH3:2])[CH3:8])=[O:5], predict the reactants needed to synthesize it. The reactants are: Cl.[CH3:2][C:3]([CH:9]1[CH2:14][CH2:13][NH:12][CH2:11][CH2:10]1)([CH3:8])[C:4]([O:6][CH3:7])=[O:5].[OH-].[Na+].[C:17](O[C:17]([O:19][C:20]([CH3:23])([CH3:22])[CH3:21])=[O:18])([O:19][C:20]([CH3:23])([CH3:22])[CH3:21])=[O:18].Cl. (3) The reactants are: O[C:2]1[N:3]=[C:4]2[C:12]([O:13][CH3:14])=[C:11]([CH2:15][CH2:16][C:17]3[S:18][CH:19]=[C:20]([CH:22]([CH3:24])[CH3:23])[N:21]=3)[CH:10]=[CH:9][N:5]2[C:6](=[O:8])[CH:7]=1.C(N(CC)CC)C.S(Cl)(C1C=CC(C)=CC=1)(=O)=O.[NH:43]1[CH2:48][CH2:47][O:46][CH2:45][CH2:44]1. Given the product [CH:22]([C:20]1[N:21]=[C:17]([CH2:16][CH2:15][C:11]2[CH:10]=[CH:9][N:5]3[C:6](=[O:8])[CH:7]=[C:2]([N:43]4[CH2:48][CH2:47][O:46][CH2:45][CH2:44]4)[N:3]=[C:4]3[C:12]=2[O:13][CH3:14])[S:18][CH:19]=1)([CH3:23])[CH3:24], predict the reactants needed to synthesize it. (4) Given the product [CH3:27][C:28]1[C:32]([CH3:33])=[C:31]([NH:34][C:35]([N:22]2[CH2:21][CH2:20][C:18]3([O:17][CH2:16][C@@H:15]([C:12]4[CH:11]=[CH:10][C:9]([O:8][CH2:7][C:6]5[CH:5]=[CH:4][C:3]([F:2])=[CH:26][CH:25]=5)=[CH:14][CH:13]=4)[CH2:19]3)[CH2:24][CH2:23]2)=[O:36])[O:30][N:29]=1, predict the reactants needed to synthesize it. The reactants are: Cl.[F:2][C:3]1[CH:26]=[CH:25][C:6]([CH2:7][O:8][C:9]2[CH:14]=[CH:13][C:12]([C@H:15]3[CH2:19][C:18]4([CH2:24][CH2:23][NH:22][CH2:21][CH2:20]4)[O:17][CH2:16]3)=[CH:11][CH:10]=2)=[CH:5][CH:4]=1.[CH3:27][C:28]1[C:32]([CH3:33])=[C:31]([NH:34][C:35](=O)[O:36]C2C=CC=CC=2)[O:30][N:29]=1.C(#N)C.CCN(C(C)C)C(C)C. (5) Given the product [F:4][C:3]([F:6])([F:5])[C:1]([OH:7])=[O:2].[CH3:8][CH:9]([O:13][C:14]1[N:22]=[C:21]2[C:17]([N:18]=[C:19]([O:29][CH3:30])[NH:20]2)=[C:16]([NH2:31])[N:15]=1)[CH2:10][O:11][CH3:12], predict the reactants needed to synthesize it. The reactants are: [C:1]([OH:7])([C:3]([F:6])([F:5])[F:4])=[O:2].[CH3:8][CH:9]([O:13][C:14]1[N:22]=[C:21]2[C:17]([N:18]=[C:19]([O:29][CH3:30])[N:20]2C2CCCCO2)=[C:16]([NH2:31])[N:15]=1)[CH2:10][O:11][CH3:12]. (6) The reactants are: [Br:1][CH2:2][CH2:3][NH:4][CH2:5][CH2:6][Br:7].Cl[C:9]([O:11][CH2:12][CH3:13])=[O:10].[OH-].[Na+].Cl. Given the product [CH2:12]([O:11][C:9](=[O:10])[N:4]([CH2:5][CH2:6][Br:7])[CH2:3][CH2:2][Br:1])[CH3:13], predict the reactants needed to synthesize it. (7) Given the product [NH2:9][C@H:8]1[C@H:2]([F:1])[CH2:3][O:4][C@H:5]([C:17]2[N:21]([CH3:22])[N:20]=[CH:19][C:18]=2[NH:23][C:44](=[O:45])[C:42]2[CH:41]=[CH:40][C:39]([F:47])=[C:38]([C:28]3[C:29]([F:37])=[CH:30][C:31]([C:33]4([OH:36])[CH2:34][CH2:35]4)=[CH:32][C:27]=3[F:26])[N:43]=2)[CH2:6][CH2:7]1, predict the reactants needed to synthesize it. The reactants are: [F:1][C@H:2]1[C@H:8]([NH:9]C(=O)OC(C)(C)C)[CH2:7][CH2:6][C@@H:5]([C:17]2[N:21]([CH3:22])[N:20]=[CH:19][C:18]=2[N+:23]([O-])=O)[O:4][CH2:3]1.[F:26][C:27]1[CH:32]=[C:31]([C:33]2([OH:36])[CH2:35][CH2:34]2)[CH:30]=[C:29]([F:37])[C:28]=1[C:38]1[N:43]=[C:42]([C:44](O)=[O:45])[CH:41]=[CH:40][C:39]=1[F:47]. (8) Given the product [CH2:36]([C:33]1[CH:34]=[CH:35][C:30]([C:28]([C:27]2[CH:8]([C:7]3[CH:10]=[CH:11][C:4]([O:3][C:2]([F:13])([F:12])[F:1])=[CH:5][CH:6]=3)[N:14]([C:15]3[N:16]=[N:17][C:18]([CH3:21])=[CH:19][CH:20]=3)[C:25](=[O:24])[C:26]=2[OH:38])=[O:29])=[CH:31][CH:32]=1)[CH3:37], predict the reactants needed to synthesize it. The reactants are: [F:1][C:2]([F:13])([F:12])[O:3][C:4]1[CH:11]=[CH:10][C:7]([CH:8]=O)=[CH:6][CH:5]=1.[NH2:14][C:15]1[N:16]=[N:17][C:18]([CH3:21])=[CH:19][CH:20]=1.C([O:24][C:25](=O)[C:26]([OH:38])=[CH:27][C:28]([C:30]1[CH:35]=[CH:34][C:33]([CH2:36][CH3:37])=[CH:32][CH:31]=1)=[O:29])C. (9) Given the product [CH3:1][S:2]([C:5]1[CH:27]=[CH:26][C:8]([CH2:9][C@H:10]2[CH2:15][C@@H:14]([C:16]3[O:20][NH:19][C:18](=[O:21])[CH:17]=3)[CH2:13][CH2:12][N:11]2[C:22]([O:24][CH3:25])=[O:23])=[CH:7][CH:6]=1)(=[O:4])=[O:3], predict the reactants needed to synthesize it. The reactants are: [CH3:1][S:2]([C:5]1[CH:27]=[CH:26][C:8]([CH2:9][CH:10]2[CH2:15][CH:14]([C:16]3[O:20][NH:19][C:18](=[O:21])[CH:17]=3)[CH2:13][CH2:12][N:11]2[C:22]([O:24][CH3:25])=[O:23])=[CH:7][CH:6]=1)(=[O:4])=[O:3].CCCCCCC.CC(O)C.CCCCCCC.CCO.